From a dataset of Forward reaction prediction with 1.9M reactions from USPTO patents (1976-2016). Predict the product of the given reaction. Given the reactants Br[CH2:2][C:3](Br)=[O:4].[NH2:6][C:7]1[CH:8]=[C:9]2[C:14](=[CH:15][CH:16]=1)[NH:13][C:12](=[C:17]1[C:25]3[C:20](=[CH:21][CH:22]=[CH:23][CH:24]=3)[NH:19][C:18]1=[O:26])[CH:11]=[CH:10]2.C(=O)(O)[O-].[Na+].[NH:32]1[CH2:37][CH2:36][O:35][CH2:34][CH2:33]1, predict the reaction product. The product is: [N:32]1([CH2:33][C:34]([NH:6][C:7]2[CH:8]=[C:9]3[C:14](=[CH:15][CH:16]=2)[NH:13][C:12](=[C:17]2[C:25]4[C:20](=[CH:21][CH:22]=[CH:23][CH:24]=4)[NH:19][C:18]2=[O:26])[CH:11]=[CH:10]3)=[O:35])[CH2:37][CH2:36][O:4][CH2:3][CH2:2]1.